Dataset: Full USPTO retrosynthesis dataset with 1.9M reactions from patents (1976-2016). Task: Predict the reactants needed to synthesize the given product. (1) Given the product [CH3:34][S@:26](=[O:33])([C:27]1[CH:32]=[CH:31][CH:30]=[CH:29][CH:28]=1)=[N:25][C:23](=[O:24])[C:22]1[CH:35]=[C:18]([C:2]#[C:1][C:3]2[CH:4]=[CH:5][C:6]([NH:9][C:10]([C:12]3[S:13][CH:14]=[CH:15][CH:16]=3)=[O:11])=[CH:7][CH:8]=2)[CH:19]=[N:20][CH:21]=1, predict the reactants needed to synthesize it. The reactants are: [C:1]([C:3]1[CH:8]=[CH:7][C:6]([NH:9][C:10]([C:12]2[S:13][CH:14]=[CH:15][CH:16]=2)=[O:11])=[CH:5][CH:4]=1)#[CH:2].Br[C:18]1[CH:19]=[N:20][CH:21]=[C:22]([CH:35]=1)[C:23]([N:25]=[S@@:26]([CH3:34])(=[O:33])[C:27]1[CH:32]=[CH:31][CH:30]=[CH:29][CH:28]=1)=[O:24].CCN(CC)CC. (2) Given the product [OH:2][C:3]1[CH:23]=[CH:22][C:6]([C:7]([NH:9][C:10]2([C:19]([OH:21])=[O:20])[CH2:18][C:17]3[C:12](=[CH:13][CH:14]=[CH:15][CH:16]=3)[CH2:11]2)=[O:8])=[CH:5][C:4]=1[NH:24][CH2:25][CH2:26][C:27]1[CH:28]=[C:29]([CH3:33])[CH:30]=[CH:31][CH:32]=1, predict the reactants needed to synthesize it. The reactants are: C[O:2][C:3]1[CH:23]=[CH:22][C:6]([C:7]([NH:9][C:10]2([C:19]([OH:21])=[O:20])[CH2:18][C:17]3[C:12](=[CH:13][CH:14]=[CH:15][CH:16]=3)[CH2:11]2)=[O:8])=[CH:5][C:4]=1[NH:24][CH2:25][CH2:26][C:27]1[CH:28]=[C:29]([CH3:33])[CH:30]=[CH:31][CH:32]=1.B(Br)(Br)Br.C(=O)([O-])[O-].[Na+].[Na+]. (3) The reactants are: [C:1]12([SH:11])[CH2:10][CH:5]3[CH2:6][CH:7]([CH2:9][CH:3]([CH2:4]3)[CH2:2]1)[CH2:8]2.[H-].[Na+].[NH2:14][C:15]1[C:20](Br)=[N:19][C:18]([C:22]2[CH:27]=[CH:26][CH:25]=[CH:24][CH:23]=2)=[CH:17][N:16]=1. Given the product [NH2:14][C:15]1[C:20]([S:11][C:1]23[CH2:8][CH:7]4[CH2:6][CH:5]([CH2:4][CH:3]([CH2:9]4)[CH2:2]2)[CH2:10]3)=[N:19][C:18]([C:22]2[CH:27]=[CH:26][CH:25]=[CH:24][CH:23]=2)=[CH:17][N:16]=1, predict the reactants needed to synthesize it. (4) Given the product [Cl:17][C:15]1[CH:14]=[CH:13][C:12]2[NH:8][C:9]([C@@H:18]([NH:24][C:25](=[O:40])[C:26]3[CH:31]=[CH:30][C:29]([C:32]([N:34]4[CH2:35][CH2:36][CH2:37][CH2:38]4)=[O:33])=[C:28]([CH3:39])[CH:27]=3)[CH2:19][C:20](=[C:21]=[O:22])[N:72]3[CH2:76][CH2:75][C@@H:74]([OH:77])[CH2:73]3)=[N:10][C:11]=2[CH:16]=1, predict the reactants needed to synthesize it. The reactants are: C(OC([N:8]1[C:12]2[CH:13]=[CH:14][C:15]([Cl:17])=[CH:16][C:11]=2[N:10]=[C:9]1[CH:18]([NH:24][C:25](=[O:40])[C:26]1[CH:31]=[CH:30][C:29]([C:32]([N:34]2[CH2:38][CH2:37][CH2:36][CH2:35]2)=[O:33])=[C:28]([CH3:39])[CH:27]=1)[CH2:19][CH2:20][C:21](O)=[O:22])=O)(C)(C)C.CN(C(ON1N=NC2C=CC=CC1=2)=[N+](C)C)C.[B-](F)(F)(F)F.C(N(C(C)C)CC)(C)C.[NH:72]1[CH2:76][CH2:75][C@@H:74]([OH:77])[CH2:73]1.FC(F)(F)C(O)=O.ClCl. (5) Given the product [Br:1][C:2]1[CH:7]=[CH:6][CH:5]=[CH:4][C:3]=1[S:8][C:12]1[CH:20]=[CH:19][C:18]([N+:21]([O-:23])=[O:22])=[CH:17][C:13]=1[C:14]([OH:16])=[O:15], predict the reactants needed to synthesize it. The reactants are: [Br:1][C:2]1[CH:7]=[CH:6][CH:5]=[CH:4][C:3]=1[SH:8].[OH-].[K+].F[C:12]1[CH:20]=[CH:19][C:18]([N+:21]([O-:23])=[O:22])=[CH:17][C:13]=1[C:14]([OH:16])=[O:15].Cl. (6) Given the product [CH3:38][O:39][C:40]([C:11]1[CH:10]=[CH:9][C:8]2[C:13](=[CH:14][CH:15]=[C:6]([C:3]([CH2:1][CH3:2])=[CH:4][CH3:5])[CH:7]=2)[CH:12]=1)=[O:36], predict the reactants needed to synthesize it. The reactants are: [CH2:1]([C:3]([C:6]1[CH:7]=[C:8]2[C:13](=[CH:14][CH:15]=1)[CH:12]=[C:11](OS(C(F)(F)F)(=O)=O)[CH:10]=[CH:9]2)=[CH:4][CH3:5])[CH3:2].CCN(CC)CC.CS(C)=O.[C]=[O:36].C[CH2:38][O:39][CH2:40]C. (7) Given the product [CH3:9][O:10][C:11]1[C:12]([C:2]2[CH:7]=[CH:6][N:5]=[C:4]([CH3:8])[CH:3]=2)=[CH:13][CH:14]=[C:15]([C:17]([O:19][CH3:20])=[O:18])[N:16]=1, predict the reactants needed to synthesize it. The reactants are: Br[C:2]1[CH:7]=[CH:6][N:5]=[C:4]([CH3:8])[CH:3]=1.[CH3:9][O:10][C:11]1[N:16]=[C:15]([C:17]([O:19][CH3:20])=[O:18])[CH:14]=[CH:13][C:12]=1B1OC(C)(C)C(C)(C)O1.P([O-])([O-])([O-])=O.[K+].[K+].[K+]. (8) Given the product [CH3:1][C:2]1([CH3:10])[O:9][C:7](=[O:8])[C:6](=[C:12]([CH3:14])[CH3:11])[C:4](=[O:5])[O:3]1, predict the reactants needed to synthesize it. The reactants are: [CH3:1][C:2]1([CH3:10])[O:9][C:7](=[O:8])[CH2:6][C:4](=[O:5])[O:3]1.[CH3:11][C:12]([CH3:14])=O.C(O)(=O)C.N1CCOCC1. (9) Given the product [C:1]([O:4][C:5]1[CH:15]=[CH:14][C:8](/[CH:9]=[CH:10]/[C:11]([O:13][C@H:35]2[CH2:37][CH2:38][C@@:39]3([CH3:40])[C:33](=[CH:32][CH2:31][C@@H:30]4[C@@H:41]3[CH2:42][CH2:43][C@@:44]3([CH3:45])[C@H:29]4[CH2:28][CH2:27][C@@H:26]3[C@H:24]([CH3:25])[CH2:23][CH2:22][CH2:21][CH:19]([CH3:18])[CH3:20])[CH2:34]2)=[O:12])=[CH:7][C:6]=1[O:16][CH3:17])(=[O:3])[CH3:2], predict the reactants needed to synthesize it. The reactants are: [C:1]([O:4][C:5]1[CH:15]=[CH:14][C:8](/[CH:9]=[CH:10]/[C:11]([OH:13])=[O:12])=[CH:7][C:6]=1[O:16][CH3:17])(=[O:3])[CH3:2].[CH3:18][CH:19]([CH2:21][CH2:22][CH2:23][C@H:24]([C@@H:26]1[C@:44]2([CH3:45])[C@H:29]([C@H:30]3[C@H:41]([CH2:42][CH2:43]2)[C@:39]2([CH3:40])[C:33]([CH2:34][C@H:35]([CH2:37][CH2:38]2)O)=[CH:32][CH2:31]3)[CH2:28][CH2:27]1)[CH3:25])[CH3:20].C1CCC(N=C=NC2CCCCC2)CC1. (10) Given the product [N+:1]([C:4]1[CH:5]=[C:6]([S:10]([NH:14][C:15]2[CH:16]=[C:17]3[C:21](=[CH:22][CH:23]=2)[NH:20][N:19]=[C:18]3[C:24]2[CH:29]=[CH:28][CH:27]=[CH:26][CH:25]=2)(=[O:12])=[O:11])[CH:7]=[CH:8][CH:9]=1)([O-:3])=[O:2], predict the reactants needed to synthesize it. The reactants are: [N+:1]([C:4]1[CH:5]=[C:6]([S:10](Cl)(=[O:12])=[O:11])[CH:7]=[CH:8][CH:9]=1)([O-:3])=[O:2].[NH2:14][C:15]1[CH:16]=[C:17]2[C:21](=[CH:22][CH:23]=1)[NH:20][N:19]=[C:18]2[C:24]1[CH:29]=[CH:28][CH:27]=[CH:26][CH:25]=1.N1C=CC=CC=1.